From a dataset of Full USPTO retrosynthesis dataset with 1.9M reactions from patents (1976-2016). Predict the reactants needed to synthesize the given product. (1) Given the product [Cl:20][C:13]1[C:14]2[CH:15]=[N:16][C:7]([N:1]3[CH2:6][CH2:5][O:4][CH2:3][CH2:2]3)=[CH:8][C:9]=2[N:10]=[CH:11][N:12]=1, predict the reactants needed to synthesize it. The reactants are: [N:1]1([C:7]2[N:16]=[CH:15][C:14]3[C:13](=O)[NH:12][CH:11]=[N:10][C:9]=3[CH:8]=2)[CH2:6][CH2:5][O:4][CH2:3][CH2:2]1.P(Cl)(Cl)([Cl:20])=O.CCN(C(C)C)C(C)C. (2) The reactants are: [Cl:1][C:2]1[N:7]=[C:6]([CH2:8][OH:9])[CH:5]=[CH:4][C:3]=1[C:10]1[CH:15]=[C:14]([O:16][CH3:17])[CH:13]=[CH:12][C:11]=1[F:18].[C:19]([Si:23](Cl)([C:30]1[CH:35]=[CH:34][CH:33]=[CH:32][CH:31]=1)[C:24]1[CH:29]=[CH:28][CH:27]=[CH:26][CH:25]=1)([CH3:22])([CH3:21])[CH3:20].N1C=CN=C1.O. Given the product [Si:23]([O:9][CH2:8][C:6]1[N:7]=[C:2]([Cl:1])[C:3]([C:10]2[CH:15]=[C:14]([O:16][CH3:17])[CH:13]=[CH:12][C:11]=2[F:18])=[CH:4][CH:5]=1)([C:19]([CH3:22])([CH3:21])[CH3:20])([C:30]1[CH:31]=[CH:32][CH:33]=[CH:34][CH:35]=1)[C:24]1[CH:29]=[CH:28][CH:27]=[CH:26][CH:25]=1, predict the reactants needed to synthesize it. (3) Given the product [C:19]([C:18]1[CH:21]=[CH:22][C:23]([N:6]2[C@@H:5]([CH3:8])[CH2:4][N:3]([C:9]([O:11][C:12]([CH3:13])([CH3:15])[CH3:14])=[O:10])[C@H:2]([CH3:1])[CH2:7]2)=[CH:24][C:17]=1[F:16])#[N:20], predict the reactants needed to synthesize it. The reactants are: [CH3:1][C@@H:2]1[CH2:7][NH:6][C@@H:5]([CH3:8])[CH2:4][N:3]1[C:9]([O:11][C:12]([CH3:15])([CH3:14])[CH3:13])=[O:10].[F:16][C:17]1[CH:24]=[C:23](F)[CH:22]=[CH:21][C:18]=1[C:19]#[N:20].C(=O)([O-])[O-].[Cs+].[Cs+].O. (4) Given the product [Cl:22][C:18]1[N:17]=[C:16]([NH:15][C:4]([C:6]2[CH:11]=[C:10]([C:12]#[N:13])[CH:9]=[C:8]([CH3:14])[N:7]=2)=[O:5])[CH:21]=[CH:20][CH:19]=1, predict the reactants needed to synthesize it. The reactants are: C(O[C:4]([C:6]1[CH:11]=[C:10]([C:12]#[N:13])[CH:9]=[C:8]([CH3:14])[N:7]=1)=[O:5])C.[NH2:15][C:16]1[CH:21]=[CH:20][CH:19]=[C:18]([Cl:22])[N:17]=1.